Task: Predict which catalyst facilitates the given reaction.. Dataset: Catalyst prediction with 721,799 reactions and 888 catalyst types from USPTO (1) The catalyst class is: 93. Reactant: C[Mg]Br.[CH2:4](N(CC)CC)C.[CH3:11][C:12]1[CH:13]=[C:14]([N:18]2[N:22]=[N:21][C:20]([C:23]([O:25]CC)=O)=[N:19]2)[CH:15]=[CH:16][CH:17]=1.Cl. Product: [CH3:11][C:12]1[CH:13]=[C:14]([N:18]2[N:22]=[N:21][C:20]([C:23](=[O:25])[CH3:4])=[N:19]2)[CH:15]=[CH:16][CH:17]=1. (2) The catalyst class is: 206. Reactant: [CH3:1][C:2]1[CH:7]=[CH:6][CH:5]=[C:4]([CH3:8])[C:3]=1B(O)O.Br[C:13]1[CH:14]=[C:15]([CH:18]=[CH:19][CH:20]=1)[CH:16]=[CH2:17].C([O-])([O-])=O.[K+].[K+].[NH4+].[Cl-]. Product: [CH3:1][C:2]1[CH:7]=[CH:6][CH:5]=[C:4]([CH3:8])[C:3]=1[C:13]1[CH:20]=[CH:19][CH:18]=[C:15]([CH:16]=[CH2:17])[CH:14]=1. (3) Reactant: [N+:1]([C:4]1[CH:5]=[N:6][CH:7]=[CH:8][C:9]=1[NH:10][CH2:11][C@@H:12]1[CH2:16][CH2:15][NH:14][CH2:13]1)([O-:3])=[O:2].C(N(CC)C(C)C)(C)C.[CH:26]1([C:29](Cl)=[O:30])[CH2:28][CH2:27]1. Product: [CH:26]1([C:29]([N:14]2[CH2:15][CH2:16][C@@H:12]([CH2:11][NH:10][C:9]3[CH:8]=[CH:7][N:6]=[CH:5][C:4]=3[N+:1]([O-:3])=[O:2])[CH2:13]2)=[O:30])[CH2:28][CH2:27]1. The catalyst class is: 503.